Task: Predict the reactants needed to synthesize the given product.. Dataset: Retrosynthesis with 50K atom-mapped reactions and 10 reaction types from USPTO (1) Given the product CC(C)(C)OC(=O)NN=Cc1ccccn1, predict the reactants needed to synthesize it. The reactants are: CC(C)(C)OC(=O)NN.O=Cc1ccccn1. (2) Given the product COc1cccc(Oc2cccc(C(=O)O)c2)c1, predict the reactants needed to synthesize it. The reactants are: CCOC(=O)c1cccc(Oc2cccc(OC)c2)c1. (3) Given the product CCOC(=O)C(O)c1ccccc1COC1CCCCO1, predict the reactants needed to synthesize it. The reactants are: CCOC(=O)C(=O)c1ccccc1COC1CCCCO1. (4) Given the product CCN(CCCc1ccccc1)C1CCCCC1, predict the reactants needed to synthesize it. The reactants are: CCN(C(=O)CCc1ccccc1)C1CCCCC1. (5) Given the product CC(C)(C)C(=O)c1ccc(C(=O)NC(=O)c2ccc(C(=O)C(C)(C)C)cc2)cc1, predict the reactants needed to synthesize it. The reactants are: CC(C)(C)C(=O)c1ccc(C(=O)Cl)cc1.CC(C)(C)C(=O)c1ccc(C(N)=O)cc1. (6) Given the product CN(C)CCNC(=S)NCCNCc1ncccn1, predict the reactants needed to synthesize it. The reactants are: CN(C)CCN=C=S.NCCNCc1ncccn1.